From a dataset of Forward reaction prediction with 1.9M reactions from USPTO patents (1976-2016). Predict the product of the given reaction. (1) Given the reactants Br[C:2]1[C:3]([NH:31][C@@H:32]2[CH2:36][CH2:35][N:34]([C:37]([O:39][C:40]([CH3:43])([CH3:42])[CH3:41])=[O:38])[CH2:33]2)=[N:4][C:5]([NH:11][C:12]2[CH:17]=[CH:16][C:15]([N:18]3[CH2:23][CH2:22][CH:21]([N:24]4[CH2:29][CH2:28][N:27]([CH3:30])[CH2:26][CH2:25]4)[CH2:20][CH2:19]3)=[CH:14][CH:13]=2)=[C:6]([C:8](=[O:10])[NH2:9])[N:7]=1.[N:44]1[CH:49]=[CH:48][C:47](B(O)O)=[CH:46][CH:45]=1.CN1CCCC1=O.C(=O)([O-])[O-].[Na+].[Na+], predict the reaction product. The product is: [C:8]([C:6]1[N:7]=[C:2]([C:47]2[CH:48]=[CH:49][N:44]=[CH:45][CH:46]=2)[C:3]([NH:31][C@@H:32]2[CH2:36][CH2:35][N:34]([C:37]([O:39][C:40]([CH3:43])([CH3:42])[CH3:41])=[O:38])[CH2:33]2)=[N:4][C:5]=1[NH:11][C:12]1[CH:17]=[CH:16][C:15]([N:18]2[CH2:23][CH2:22][CH:21]([N:24]3[CH2:29][CH2:28][N:27]([CH3:30])[CH2:26][CH2:25]3)[CH2:20][CH2:19]2)=[CH:14][CH:13]=1)(=[O:10])[NH2:9]. (2) Given the reactants I([O-])(=O)(=O)=O.[Na+].[Cl:7][C:8]1[CH:9]=[C:10]([C@@H:16]([CH2:20][CH:21]2[CH2:24][CH2:23][CH2:22]2)[C:17]([OH:19])=[O:18])[CH:11]=[CH:12][C:13]=1[S:14][CH3:15].[Mn]([O-])(=O)(=O)=[O:26].[K+].[OH2:31], predict the reaction product. The product is: [Cl:7][C:8]1[CH:9]=[C:10]([C@@H:16]([CH2:20][CH:21]2[CH2:22][CH2:23][CH2:24]2)[C:17]([OH:19])=[O:18])[CH:11]=[CH:12][C:13]=1[S:14]([CH3:15])(=[O:26])=[O:31]. (3) Given the reactants [NH2:1][C:2]1[CH:42]=[CH:41][C:5]([C:6]([NH:8][C@H:9]2[CH2:14][CH2:13][CH2:12][C@@H:11]([NH:15][C:16]3[N:21]=[C:20]([C:22]4[C:30]5[C:25](=[CH:26][CH:27]=[CH:28][CH:29]=5)[N:24](S(C5C=CC=CC=5)(=O)=O)[CH:23]=4)[C:19]([Cl:40])=[CH:18][N:17]=3)[CH2:10]2)=[O:7])=[CH:4][CH:3]=1.Cl.[OH-].[Na+], predict the reaction product. The product is: [NH2:1][C:2]1[CH:42]=[CH:41][C:5]([C:6]([NH:8][C@H:9]2[CH2:14][CH2:13][CH2:12][C@@H:11]([NH:15][C:16]3[N:21]=[C:20]([C:22]4[C:30]5[C:25](=[CH:26][CH:27]=[CH:28][CH:29]=5)[NH:24][CH:23]=4)[C:19]([Cl:40])=[CH:18][N:17]=3)[CH2:10]2)=[O:7])=[CH:4][CH:3]=1. (4) Given the reactants [N:1]1[C:2]([C:10]2[CH:11]=[C:12]([NH:16]C(=O)OC(C)(C)C)[CH:13]=[CH:14][CH:15]=2)=[CH:3][N:4]2[C:9]=1[CH:8]=[CH:7][CH:6]=[N:5]2.C(O)(C(F)(F)F)=O.[OH-].[Na+], predict the reaction product. The product is: [N:1]1[C:2]([C:10]2[CH:11]=[C:12]([CH:13]=[CH:14][CH:15]=2)[NH2:16])=[CH:3][N:4]2[C:9]=1[CH:8]=[CH:7][CH:6]=[N:5]2.